Dataset: CYP3A4 inhibition data for predicting drug metabolism from PubChem BioAssay. Task: Regression/Classification. Given a drug SMILES string, predict its absorption, distribution, metabolism, or excretion properties. Task type varies by dataset: regression for continuous measurements (e.g., permeability, clearance, half-life) or binary classification for categorical outcomes (e.g., BBB penetration, CYP inhibition). Dataset: cyp3a4_veith. (1) The molecule is C[C@]12CC[C@H]3c4ccc(O)cc4CC[C@@H]3[C@H]1C/C(=N/O)[C@H]2O. The result is 0 (non-inhibitor). (2) The compound is O/N=C/c1ccccc1OCc1ccc(Cl)cc1. The result is 1 (inhibitor). (3) The molecule is COc1cccc(Nc2ncc3nc(CCc4ccccc4)c(=O)n(C)c3n2)c1. The result is 0 (non-inhibitor). (4) The drug is CSC1=N/C(=C\c2ccc(Br)o2)C(=O)S1. The result is 0 (non-inhibitor). (5) The compound is Cc1ccc(S(=O)(=O)Nc2cc(=O)[nH]c3c2CCC3)cc1. The result is 1 (inhibitor). (6) The drug is COC(=O)[C@@]1(Cc2ccccc2)[C@H]2c3cc(C(=O)N4CCCC4)n(Cc4ccc(C(F)(F)F)nc4)c3C[C@H]2CN1C(=O)c1ccccc1. The result is 1 (inhibitor). (7) The compound is COc1ccc(NC(=O)c2cc(C(C)C)on2)cc1OC. The result is 0 (non-inhibitor).